Dataset: Reaction yield outcomes from USPTO patents with 853,638 reactions. Task: Predict the reaction yield, written as a fraction of the theoretical maximum amount of product (1.0 means a 100% yield; for example, 0.34 means a 34% yield). (1) The reactants are [CH2:1]([N:8]1[CH:12]=[C:11](B(O)O)[CH:10]=[N:9]1)[C:2]1[CH:7]=[CH:6][CH:5]=[CH:4][CH:3]=1.Br[C:17]1[CH:18]=[C:19]([CH:21]=[CH:22][CH:23]=1)[NH2:20].C([O-])([O-])=O.[Na+].[Na+]. The catalyst is COCCOC.C1C=CC([P]([Pd]([P](C2C=CC=CC=2)(C2C=CC=CC=2)C2C=CC=CC=2)([P](C2C=CC=CC=2)(C2C=CC=CC=2)C2C=CC=CC=2)[P](C2C=CC=CC=2)(C2C=CC=CC=2)C2C=CC=CC=2)(C2C=CC=CC=2)C2C=CC=CC=2)=CC=1. The product is [CH2:1]([N:8]1[CH:12]=[C:11]([C:17]2[CH:18]=[C:19]([NH2:20])[CH:21]=[CH:22][CH:23]=2)[CH:10]=[N:9]1)[C:2]1[CH:7]=[CH:6][CH:5]=[CH:4][CH:3]=1. The yield is 0.940. (2) The reactants are Cl.[Br:2][C:3]1[CH:8]=[C:7]([N+:9]([O-])=O)[CH:6]=[C:5]([C:12]([F:15])([F:14])[F:13])[C:4]=1[NH2:16]. The catalyst is O1CCCC1.[Zn]. The product is [Br:2][C:3]1[CH:8]=[C:7]([NH2:9])[CH:6]=[C:5]([C:12]([F:15])([F:14])[F:13])[C:4]=1[NH2:16]. The yield is 0.980. (3) The reactants are [CH3:1][N:2]([CH2:13][C:14]1[N:18]([CH2:19][C@H:20]2[CH2:25][CH2:24][CH2:23][N:22](/[C:26](/[NH:35]C(=O)OC(C)(C)C)=[N:27]/C(=O)OC(C)(C)C)[CH2:21]2)[C:17]2[CH:43]=[CH:44][CH:45]=[CH:46][C:16]=2[N:15]=1)[C@@H:3]1[C:12]2[N:11]=[CH:10][CH:9]=[CH:8][C:7]=2[CH2:6][CH2:5][CH2:4]1.N1CC(CN2C3C=CC=CC=3N=C2CN(C)C2C3N=CC=CC=3CCC2)C1. No catalyst specified. The product is [CH3:1][N:2]([CH2:13][C:14]1[N:18]([CH2:19][C@H:20]2[CH2:25][CH2:24][CH2:23][N:22]([C:26](=[NH:27])[NH2:35])[CH2:21]2)[C:17]2[CH:43]=[CH:44][CH:45]=[CH:46][C:16]=2[N:15]=1)[C@@H:3]1[C:12]2[N:11]=[CH:10][CH:9]=[CH:8][C:7]=2[CH2:6][CH2:5][CH2:4]1. The yield is 1.00.